Dataset: Experimentally validated miRNA-target interactions with 360,000+ pairs, plus equal number of negative samples. Task: Binary Classification. Given a miRNA mature sequence and a target amino acid sequence, predict their likelihood of interaction. The miRNA is hsa-miR-6796-5p with sequence UUGUGGGGUUGGAGAGCUGGCUG. The protein sequence of the target gene is MPNQGEDCYFYFYSTCAKGDSCPFRHCEAALGNETVCTLWQEGRCFRQVCRFRHMEIDKKRSEIPCYWENQPVGCQKLNCAFHHTRSRYVDGLFLPPSKTVLPTVPESQEEEVKTSQLTVQQSKLSVQSNPSPQLRSVMKVESSENVPSPTHPPVVINAADDDEDDDDQFSEEGDESKTPALQPSPDVHNGLRVASARKPGVSLKQGECLNFGIKTLEEIKSKKMKEKSKKQGEGSSGVSSVLQQPQPNPGPEKENVRTVVRMVTLSSKPEEPLVRLSLSERLGKRKLSVGGDSDPPLKR.... Result: 0 (no interaction).